This data is from Full USPTO retrosynthesis dataset with 1.9M reactions from patents (1976-2016). The task is: Predict the reactants needed to synthesize the given product. Given the product [CH2:14]1[C:9]2[NH:8][C:3]3[CH2:4][CH2:5][CH2:6][CH2:7][C:2]=3[C:10]=2[C:11](=[O:15])[CH2:12][CH2:13]1, predict the reactants needed to synthesize it. The reactants are: O[C@@H:2]1[CH2:7][CH2:6][CH2:5][CH2:4][C@H:3]1[NH:8][C:9]1[CH2:14][CH2:13][CH2:12][C:11](=[O:15])[CH:10]=1.BrC1C(C)=CC(C)=CC=1C.C(=O)([O-])[O-].[K+].[K+].CN(C=O)C.